From a dataset of Reaction yield outcomes from USPTO patents with 853,638 reactions. Predict the reaction yield, written as a fraction of the theoretical maximum amount of product (1.0 means a 100% yield; for example, 0.34 means a 34% yield). (1) The reactants are [Li]CCCC.CCCCCC.[F:12][C:13]1[CH:14]=[C:15]([C:19]2[CH:20]=[C:21]3[CH:27]=[CH:26][NH:25][C:22]3=[N:23][CH:24]=2)[CH:16]=[CH:17][CH:18]=1.[CH3:28][C:29]([Si:32](Cl)([CH3:34])[CH3:33])([CH3:31])[CH3:30]. The catalyst is C1COCC1.CN(C1C=CN=CC=1)C. The product is [C:29]([Si:32]([CH3:34])([CH3:33])[N:25]1[C:22]2=[N:23][CH:24]=[C:19]([C:15]3[CH:16]=[CH:17][CH:18]=[C:13]([F:12])[CH:14]=3)[CH:20]=[C:21]2[CH:27]=[CH:26]1)([CH3:31])([CH3:30])[CH3:28]. The yield is 0.810. (2) The reactants are C=[C:2]1[CH2:5][CH:4]([C:6](O)=O)[CH2:3]1.[N-:9]=[N+]=[N-].[Na+].[CH3:13][C:14]([O:17][C:18]([O:20]C(OC(C)(C)C)=O)=O)([CH3:16])[CH3:15]. The catalyst is C1COCC1.[Br-].C([N+](CCCC)(CCCC)CCCC)CCC.C(S([O-])(=O)=O)(F)(F)F.C(S([O-])(=O)=O)(F)(F)F.[Zn+2]. The product is [C:18]([NH:9][CH:2]1[CH2:3][C:4](=[CH2:6])[CH2:5]1)([O:17][C:14]([CH3:16])([CH3:15])[CH3:13])=[O:20]. The yield is 0.349. (3) The reactants are [CH3:1][O:2][C:3](=[O:59])[NH:4][CH:5]([C:9]([N:11]1[CH2:15][CH2:14][CH2:13][CH:12]1[C:16]1[NH:20][C:19]2[C:21]3[C:26]([CH:27]=[CH:28][C:18]=2[N:17]=1)=[CH:25][C:24]([C:29]1[CH:38]=[CH:37][C:36]2[C:31](=[CH:32][CH:33]=[C:34]([C:39]4[NH:40][C:41]([CH:44]5[CH2:48][CH2:47][CH2:46][N:45]5[C:49](=[O:58])[CH:50]([NH2:57])[C:51]5[CH:56]=[CH:55][CH:54]=[CH:53][CH:52]=5)=[N:42][CH:43]=4)[CH:35]=2)[CH:30]=1)=[CH:23][CH:22]=3)=[O:10])[CH:6]([CH3:8])[CH3:7].CCN(C(C)C)C(C)C.[O:69]1[CH2:72][CH:71]([O:73][C:74](=O)[O:75]C2C=CC([N+]([O-])=O)=CC=2)[CH2:70]1. The catalyst is C(#N)C. The product is [CH3:1][O:2][C:3](=[O:59])[NH:4][CH:5]([C:9]([N:11]1[CH2:15][CH2:14][CH2:13][CH:12]1[C:16]1[NH:20][C:19]2[C:21]3[C:26]([CH:27]=[CH:28][C:18]=2[N:17]=1)=[CH:25][C:24]([C:29]1[CH:38]=[CH:37][C:36]2[C:31](=[CH:32][CH:33]=[C:34]([C:39]4[NH:40][C:41]([CH:44]5[CH2:48][CH2:47][CH2:46][N:45]5[C:49](=[O:58])[CH:50]([NH:57][C:74]([O:73][CH:71]5[CH2:72][O:69][CH2:70]5)=[O:75])[C:51]5[CH:56]=[CH:55][CH:54]=[CH:53][CH:52]=5)=[N:42][CH:43]=4)[CH:35]=2)[CH:30]=1)=[CH:23][CH:22]=3)=[O:10])[CH:6]([CH3:8])[CH3:7]. The yield is 0.310. (4) The reactants are [H-].[Na+].[N+:3]([C:6]1[CH:11]=[CH:10][C:9]([NH:12][C:13]2[CH:18]=[CH:17][C:16]([SH:19])=[CH:15][CH:14]=2)=[CH:8][CH:7]=1)([O-:5])=[O:4].Br[CH2:21][CH2:22][CH2:23][CH2:24][CH3:25]. The catalyst is CN(C=O)C. The product is [N+:3]([C:6]1[CH:7]=[CH:8][C:9]([N:12]([CH2:21][CH2:22][CH2:23][CH2:24][CH3:25])[C:13]2[CH:18]=[CH:17][C:16]([SH:19])=[CH:15][CH:14]=2)=[CH:10][CH:11]=1)([O-:5])=[O:4]. The yield is 0.710.